The task is: Predict the reactants needed to synthesize the given product.. This data is from Full USPTO retrosynthesis dataset with 1.9M reactions from patents (1976-2016). (1) Given the product [CH2:1]([O:8][C:9]1[C:14]2[C:15]([NH:27][C:28]3[CH:29]=[CH:30][C:31]([F:34])=[CH:32][CH:33]=3)=[N:16][N:17]([C:18]3([CH2:24][C:25]#[N:26])[CH2:23][CH2:22][N:21]([C:47]([CH:44]4[CH2:46][CH2:45]4)=[O:48])[CH2:20][CH2:19]3)[C:13]=2[CH:12]=[CH:11][N:10]=1)[C:2]1[CH:3]=[CH:4][CH:5]=[CH:6][CH:7]=1, predict the reactants needed to synthesize it. The reactants are: [CH2:1]([O:8][C:9]1[C:14]2[C:15]([NH:27][C:28]3[CH:33]=[CH:32][C:31]([F:34])=[CH:30][CH:29]=3)=[N:16][N:17]([C:18]3([CH2:24][C:25]#[N:26])[CH2:23][CH2:22][NH:21][CH2:20][CH2:19]3)[C:13]=2[CH:12]=[CH:11][N:10]=1)[C:2]1[CH:7]=[CH:6][CH:5]=[CH:4][CH:3]=1.CCN(C(C)C)C(C)C.[CH:44]1([C:47](Cl)=[O:48])[CH2:46][CH2:45]1. (2) Given the product [CH:7]([NH:10][CH2:11][CH2:12][O:13][C:15]1[CH:20]=[CH:19][C:18]([N+:21]([O-:23])=[O:22])=[CH:17][CH:16]=1)([CH3:9])[CH3:8], predict the reactants needed to synthesize it. The reactants are: CS(C)=O.[H-].[Na+].[CH:7]([NH:10][CH2:11][CH2:12][OH:13])([CH3:9])[CH3:8].F[C:15]1[CH:20]=[CH:19][C:18]([N+:21]([O-:23])=[O:22])=[CH:17][CH:16]=1. (3) Given the product [Si:1]([O:8][CH2:9][C@H:10]1[CH2:19][C:18]2[C:13](=[CH:14][CH:15]=[CH:16][C:17]=2[CH2:20][C:21](=[O:23])[CH3:22])[C@H:12]([CH3:24])[N:11]1[C:42](=[O:43])[CH2:41][C:40]1[C:35]([Cl:34])=[CH:36][CH:37]=[C:38]([O:46][CH3:47])[C:39]=1[F:45])([C:4]([CH3:7])([CH3:6])[CH3:5])([CH3:3])[CH3:2], predict the reactants needed to synthesize it. The reactants are: [Si:1]([O:8][CH2:9][C@H:10]1[CH2:19][C:18]2[C:13](=[CH:14][CH:15]=[CH:16][C:17]=2[CH2:20][C:21](=[O:23])[CH3:22])[C@H:12]([CH3:24])[NH:11]1)([C:4]([CH3:7])([CH3:6])[CH3:5])([CH3:3])[CH3:2].C(N(C(C)C)CC)(C)C.[Cl:34][C:35]1[C:40]([CH2:41][C:42](O)=[O:43])=[C:39]([F:45])[C:38]([O:46][CH3:47])=[CH:37][CH:36]=1.F[P-](F)(F)(F)(F)F.N1(OC(N(C)C)=[N+](C)C)C2N=CC=CC=2N=N1. (4) Given the product [F:18][C:12]1[CH:13]=[C:14]([F:17])[CH:15]=[CH:16][C:11]=1[C:4]1[S:3][C:2]([NH:1][CH:25]2[CH2:26][CH2:27][O:22][CH2:23][CH2:24]2)=[C:6]([C:7]([O:9][CH3:10])=[O:8])[CH:5]=1, predict the reactants needed to synthesize it. The reactants are: [NH2:1][C:2]1[S:3][C:4]([C:11]2[CH:16]=[CH:15][C:14]([F:17])=[CH:13][C:12]=2[F:18])=[CH:5][C:6]=1[C:7]([O:9][CH3:10])=[O:8].ClCCl.[O:22]1[CH2:27][CH2:26][C:25](=O)[CH2:24][CH2:23]1.